This data is from B-cell epitopes from PDB crystal structures with 447 antigens. The task is: Token-level Classification. Given an antigen amino acid sequence, predict which amino acid positions are active epitope sites capable of antibody binding. Output is a list of indices for active positions. (1) Given the antigen sequence: TVEPNLHSLITSTTHKWIFVGGKGGVGKTTSSCSIAIQMALSQPNKQFLLISTNPAHNLSDAFGEKFGKDARKVTGMNNLSCMEIDPSAALKDMNDMLADLTGSIPGIDEALSFMEVMKHIKRQETFDTVIFDTAPTGHTLRFLQLPNTLSKLLEKFGSGKLNELKANVETIRQQFTDPDLTTFVCVCISEFLSLYETERLIQELISYDMDVNSIIVNQLLFAENDQNCKRCQARWKMQKKYLDQIDELYEDFHVVKMPLCAGEIRGLNNLTKFSQFLNKEYNPITDGKVIYEL, which amino acid positions are active epitope sites? The epitope positions are: [59, 60, 63, 64, 65, 194, 195, 198, 199, 201, 202, 205, 244, 247, 248, 249, 250, 251, 252, 265]. The amino acids at these positions are: SDGEKLYERIQIQELYEDFR. (2) Given the antigen sequence: GATLCLGHHAVPNGTLVKTITNDQIEVTNATELVQSSSTGKICNNPHRILDGINCTLIDALLGDPHCDGFQNEKWDLFVERSKAFSNCYPYDVPDYASLRSLVASSGTLEFINEGFNWTGVTQNGGSSACKRGPDSGFFSRLNWLYKSGSTYPVQNVTMPNNDNSDKLYIWGVHHPSTDKEQTNLYVQASGKVTVSTKRSQQTIIPNVGSRPWVRGLSSRISIYWTIVKPGDILVINSNGNLIAPRGYFKMRTGKSSIMRSDAPIGTCSSECITPNGSIPNDKPFQNVNKITYGACPKYVKQNTLKLATGMRNVPE, which amino acid positions are active epitope sites? The epitope positions are: [88, 121, 124, 125, 126, 127, 135, 143, 145, 146, 147, 148, 149, 179, 180, 183, 184, 186, 215, 216... (21 total positions)]. The amino acids at these positions are: YTGGSSSWYKSGSKENLVGLS. (3) Given the antigen sequence: EVVLVNVTENFNMWKNDMVEQMHEDIISLWDQSLKPCVKLTPLCVGAGSCNTSVITQACPKVSFEPIPIHYCAPAGFAILKCNNCTFNGTGPCTNVSTVQCTHGIRPVVSSQLLLNGSLAECEVVIRSVNFTDNAKTIIVQLNTSVEINCTGAGHCNIARAKWNNTLKQIASKLREQFGNNKTIIFKQSSGGDPEIVTHWFNCGGEFFYCNSTQLFNSTWFNSTGSDTITLPCRIKQIINMWQKVGKAMYAPPISGQIRCSSNITGLLLTRDGGNSNNESEIFRPGGGDMRDNWRSELYKYKVVKI, which amino acid positions are active epitope sites? The epitope positions are: [36, 37, 39, 53, 55, 56, 58, 233, 235, 236, 237, 248, 251]. The amino acids at these positions are: CVLVTQCRKQIMP. (4) The epitope positions are: [76, 77, 78, 79, 80, 81, 83, 116, 147, 148, 152, 153, 156, 157, 204, 205, 207, 208, 209, 210... (24 total positions)]. The amino acids at these positions are: RNVGSQLEGNRIENSSRPGILWHS. Given the antigen sequence: LNLDPVQLTFYAGPNGSQFGFSLDFHKDSHGRVAIVVGAPRTLGPSQEETGGVFLCPWRAEGGQCPSLLFDLRDETRNVGSQTLQTFKARQGLGASVVSWSDVIVACAPWQHWNVLEKTEEAEKTPVGSCFLAQPESGRRAEYSPCRGNTLSRIYVENDFSWDKRYCEAGFSSVVTQAGELVLGAPGGYYFLGLLAQAPVADIFSSYRPGILLWHVSSQSLSFDSSNPEYFDGYWGYSVAVGEFDGDLNTTEYVVGAPTWSWTLGAVEILDSYYQRLHRLRGEQMASYFGHSVAVTDVNGDGRHDLLVGAPLYMESRADRKLAEVGRVYLFLQPRGPHALGAPSLLLTGTQLYGRFGSAIAPLGDLDRDGYNDIAVAAPYGGPSGRGQVLVFLGQSEGLRSRPSQVLDSPFPTGSAFGFSLRGAVDIDDNGYPDLIVGAYGANQVAVYRAQPVVKAS, which amino acid positions are active epitope sites? (5) Given the antigen sequence: SRPFSVLRANDVLWLSLTAAEYDQTTYGSSTNPMYVSDTVTFVNVATGAQGVSRSLDWSKVTLDGRPLTTIQQYSKTFFVLPLRGKLSFWEAGTTKAGYPYNYNTTASDQILIENAPGHRVCISTYTTNLGSGPVSISAVGVLAPHSA, which amino acid positions are active epitope sites? The epitope positions are: [17, 20, 83, 90, 92, 93, 94, 95, 105, 106, 128, 129, 130, 131, 132, 133, 134, 135, 144]. The amino acids at these positions are: TEREGTTKTANLGSGPVSP. (6) Given the antigen sequence: NISQHQCVKKQCPQNSGCFRHLDEREECKCLLNYKQEGDKCVENPNPTCNENNGGCDADAKCTEEDSGSNGKKITCECTKPDSYPLFDGIFCSHHH, which amino acid positions are active epitope sites? The epitope positions are: [7, 8, 9, 10, 12, 13, 22, 23, 24, 25, 27, 37, 38]. The amino acids at these positions are: VKKQPQDERECGD. (7) Given the antigen sequence: HTRPVILVPGYLGNQLEAKLDKPDVVNWMCYRKTEDFFTIWLDLNMFLPLGVDCWIDNTRVVYNRSSGLVSNAPGVQIRVPGFGKTYSVEYLDSSKLAGYLHTLVQNLVNNGYVRDETVRAAPYDWRLEPGQQEEYYRKLAGLVEEMHAAYGKPVFLIGHSLGCLHLLYFLLRQPQAWKDRFIDGFISLGAPWGGSIKPMLVLASGDNQGKLKEEQRITTTSPWMFPSRMAWPEDHVFISTPSFNYTGRDFQRFFADLHFEEGWYMWLQSRDLLAGLPAPGVEVYCLYGVGLPTPRTYIYDHGFPYTDPVGVLYEDGDDTVATRSTELCGLWQGRQPQPVHLLPLHGIQHLNMVFSNLTLEHINAILLG, which amino acid positions are active epitope sites? The epitope positions are: [27, 28, 29, 30, 32, 33, 37, 42, 44, 45, 47, 48, 49, 50, 54, 57, 212]. The amino acids at these positions are: WMCYKTFDNMLPLGWNK. (8) The epitope positions are: [246, 247, 248, 249, 262, 263, 266, 285, 286, 287, 288, 289, 291, 317, 318, 319, 320, 321, 351, 352]. The amino acids at these positions are: PRPDGNNISIASSLNTDWPK. Given the antigen sequence: IRDFNNLTKGLCTINSWHIYGKDNAVRIGEDSDVLVTREPYVSCDPDECRFYALSQGTTIRGKHSNGTIHDRSQYRALISWPLSSPPTVYNSRVECIGWSSTSCHDGKTRMSICISGPNNNASAVIWYNRRPVTEINTWARNILRTQESECVCHNGVCPVVFTDGSATGPAETRIYYFKEGKILKWEPLAGTAKHIEECSCYGERAEITCTCRDNWQGSNRPVIRIDPVAMTHTSQYICSPVLTDNPRPDDPTVGKCNDPYPGNNNNGVKGFSYLDGVNTWLGRTISIASRSGYEMLKVPNALTDDKSKPTQGQTIVLNTDWSGYSGSFMDYWAEGECYRACFYVELIRGRPKEDKVWWTSNSIVSMCSSTEFLGQWDWPDGAKIEYFL, which amino acid positions are active epitope sites? (9) Given the antigen sequence: CDLRVLSKLLRDSHVLHSRLSQCPEVHPLPTPVLLPAVDFSLGEWKTQMEETKAQDILGAVTLLLEGVMAARGQLGPTCLSSLLGQLSGQVRLLLGALQSLLGTQLPPQGRTTAHKDPNAIFLSFQHLLRGKVRFLMLVGGSTLC, which amino acid positions are active epitope sites? The epitope positions are: [50, 51, 54, 61, 64, 68, 91, 95, 98, 99, 102, 103, 104, 105, 106, 107, 108]. The amino acids at these positions are: ETQTLMRGQSGTQLPPQ.